Task: Predict the reaction yield, written as a fraction of the theoretical maximum amount of product (1.0 means a 100% yield; for example, 0.34 means a 34% yield).. Dataset: Reaction yield outcomes from USPTO patents with 853,638 reactions (1) The yield is 0.576. The reactants are [C:1]([C:4]1[C:9]([C:10]2[CH:15]=[CH:14][CH:13]=[CH:12][CH:11]=2)=[N:8][N:7]([CH2:16][CH3:17])[C:6](=[O:18])[C:5]=1[N+:19]([O-])=O)(=[O:3])[CH3:2].N[C:23]1[CH:32]=[CH:31][CH:30]=[C:29]2[C:24]=1[CH:25]=[CH:26][C:27]([CH3:33])=[N:28]2. The product is [C:1]([C:4]1[C:9]([C:10]2[CH:15]=[CH:14][CH:13]=[CH:12][CH:11]=2)=[N:8][N:7]([CH2:16][CH3:17])[C:6](=[O:18])[C:5]=1[NH:19][C:23]1[CH:32]=[CH:31][CH:30]=[C:29]2[C:24]=1[CH:25]=[CH:26][C:27]([CH3:33])=[N:28]2)(=[O:3])[CH3:2]. The catalyst is C(O)C. (2) The reactants are [F:1][C:2]1[CH:10]=[CH:9][C:8](Br)=[C:7]2[C:3]=1[CH:4]=[CH:5][NH:6]2.[C:12]([Cu])#[N:13].N. The catalyst is CN(C=O)C.CO. The product is [F:1][C:2]1[CH:10]=[CH:9][C:8]([C:12]#[N:13])=[C:7]2[C:3]=1[CH:4]=[CH:5][NH:6]2. The yield is 0.690. (3) The reactants are [CH2:1]([O:8][C:9]([N:11]1[CH2:16][CH2:15][NH:14][C@@H:13]([CH3:17])[CH2:12]1)=[O:10])[C:2]1[CH:7]=[CH:6][CH:5]=[CH:4][CH:3]=1.[NH2:18][C:19]1[NH:20][C:21](=O)[C:22]2[N:28]=[C:27]([C:29]3[CH:34]=[CH:33][C:32]([F:35])=[CH:31][CH:30]=3)[CH:26]=[CH:25][C:23]=2[N:24]=1. No catalyst specified. The product is [CH2:1]([O:8][C:9]([N:11]1[CH2:16][CH2:15][N:14]([C:21]2[C:22]3[N:28]=[C:27]([C:29]4[CH:34]=[CH:33][C:32]([F:35])=[CH:31][CH:30]=4)[CH:26]=[CH:25][C:23]=3[N:24]=[C:19]([NH2:18])[N:20]=2)[C@@H:13]([CH3:17])[CH2:12]1)=[O:10])[C:2]1[CH:3]=[CH:4][CH:5]=[CH:6][CH:7]=1. The yield is 0.210. (4) The reactants are [CH3:1][N:2]([CH3:34])[CH2:3][CH2:4][CH2:5][C:6]1[CH:7]=[C:8]([NH:13][C:14]2[N:15]=[CH:16][C:17]3[CH2:18][C:19](=O)[NH:20][C:21]4[CH:28]=[C:27]([C:29]([F:32])([F:31])[F:30])[CH:26]=[CH:25][C:22]=4[C:23]=3[N:24]=2)[C:9]([CH3:12])=[N:10][CH:11]=1.P12(SP3(SP(SP(S3)(S1)=S)(=S)S2)=S)=[S:36].N1C=CC=CC=1.C(=O)([O-])[O-].[Na+].[Na+]. The catalyst is O. The product is [CH3:1][N:2]([CH3:34])[CH2:3][CH2:4][CH2:5][C:6]1[CH:7]=[C:8]([NH:13][C:14]2[N:15]=[CH:16][C:17]3[CH2:18][C:19](=[S:36])[NH:20][C:21]4[CH:28]=[C:27]([C:29]([F:32])([F:31])[F:30])[CH:26]=[CH:25][C:22]=4[C:23]=3[N:24]=2)[C:9]([CH3:12])=[N:10][CH:11]=1. The yield is 0.770. (5) The reactants are [Cl:1][C:2]1[CH:7]=[CH:6][N:5]=[C:4]2[N:8](S(C3C=CC(C)=CC=3)(=O)=O)[C:9]([C:11]3[C:15]4=[N:16][C:17]([O:22][CH3:23])=[C:18]([O:20][CH3:21])[CH:19]=[C:14]4[N:13]([CH2:24][CH2:25][N:26]4[CH2:31][CH2:30][O:29][CH2:28][CH2:27]4)[CH:12]=3)=[CH:10][C:3]=12.[OH-].[K+]. The catalyst is CO. The product is [Cl:1][C:2]1[CH:7]=[CH:6][N:5]=[C:4]2[NH:8][C:9]([C:11]3[C:15]4=[N:16][C:17]([O:22][CH3:23])=[C:18]([O:20][CH3:21])[CH:19]=[C:14]4[N:13]([CH2:24][CH2:25][N:26]4[CH2:27][CH2:28][O:29][CH2:30][CH2:31]4)[CH:12]=3)=[CH:10][C:3]=12. The yield is 0.642. (6) The product is [CH2:12]([O:11][C:9]1[CH:10]=[C:5]([C:3]([OH:4])=[O:2])[CH:6]=[C:7]([C:19]2[CH:24]=[CH:23][CH:22]=[C:21]([F:25])[CH:20]=2)[CH:8]=1)[C:13]1[CH:14]=[CH:15][CH:16]=[CH:17][CH:18]=1. The yield is 0.940. The reactants are C[O:2][C:3]([C:5]1[CH:6]=[C:7]([C:19]2[CH:24]=[CH:23][CH:22]=[C:21]([F:25])[CH:20]=2)[CH:8]=[C:9]([O:11][CH2:12][C:13]2[CH:18]=[CH:17][CH:16]=[CH:15][CH:14]=2)[CH:10]=1)=[O:4].[Li+].[OH-].Cl. The catalyst is O. (7) The reactants are [OH:1][C:2]1[CH:3]=[C:4]2[C:9](=[CH:10][CH:11]=1)[CH2:8][CH:7]([C:12]1([CH3:18])[CH2:16][O:15][C:14](=[O:17])[NH:13]1)[CH2:6][CH2:5]2.CN(C)C=O.[Br:24]N1C(=O)CCC1=O. The catalyst is O. The product is [Br:24][C:3]1[C:2]([OH:1])=[CH:11][CH:10]=[C:9]2[C:4]=1[CH2:5][CH2:6][C@H:7]([C@@:12]1([CH3:18])[CH2:16][O:15][C:14](=[O:17])[NH:13]1)[CH2:8]2. The yield is 0.950.